Dataset: Peptide-MHC class II binding affinity with 134,281 pairs from IEDB. Task: Regression. Given a peptide amino acid sequence and an MHC pseudo amino acid sequence, predict their binding affinity value. This is MHC class II binding data. The peptide sequence is LLTKFVAAALHNIKC. The MHC is DRB1_1101 with pseudo-sequence DRB1_1101. The binding affinity (normalized) is 0.613.